This data is from Reaction yield outcomes from USPTO patents with 853,638 reactions. The task is: Predict the reaction yield, written as a fraction of the theoretical maximum amount of product (1.0 means a 100% yield; for example, 0.34 means a 34% yield). (1) The reactants are [CH:1]1([CH2:6][CH:7]([C:11]2[CH:16]=[CH:15][C:14]([S:17]([CH3:20])(=[O:19])=[O:18])=[CH:13][CH:12]=2)[C:8]([OH:10])=O)[CH2:5][CH2:4][CH2:3][CH2:2]1.C1(P(C2C=CC=CC=2)C2C=CC=CC=2)C=CC=CC=1.BrN1C(=O)CCC1=O.[NH2:48][C:49]1[S:50][CH:51]=[CH:52][N:53]=1. The catalyst is C(Cl)Cl. The product is [CH:1]1([CH2:6][CH:7]([C:11]2[CH:16]=[CH:15][C:14]([S:17]([CH3:20])(=[O:19])=[O:18])=[CH:13][CH:12]=2)[C:8]([NH:48][C:49]2[S:50][CH:51]=[CH:52][N:53]=2)=[O:10])[CH2:2][CH2:3][CH2:4][CH2:5]1. The yield is 0.720. (2) The reactants are [OH:1][NH:2][C:3]([C:5]1[CH:22]=[CH:21][C:8]2[N:9]=[C:10]([N:12]3[CH2:17][CH2:16][N:15]([CH:18]([CH3:20])[CH3:19])[CH2:14][CH2:13]3)[S:11][C:7]=2[CH:6]=1)=[NH:4].[C:23](OC(=O)C)(=O)[CH3:24]. No catalyst specified. The product is [CH:18]([N:15]1[CH2:14][CH2:13][N:12]([C:10]2[S:11][C:7]3[CH:6]=[C:5]([C:3]4[N:4]=[C:23]([CH3:24])[O:1][N:2]=4)[CH:22]=[CH:21][C:8]=3[N:9]=2)[CH2:17][CH2:16]1)([CH3:19])[CH3:20]. The yield is 0.167. (3) The reactants are [CH3:1][O:2][C:3]1[CH:11]=[C:10]2[C:6]([CH2:7][N:8]([C:13]3[CH:18]=[CH:17][C:16]([CH:19]([CH3:23])[C:20](O)=[O:21])=[CH:15][CH:14]=3)[C:9]2=[O:12])=[CH:5][CH:4]=1.B.O1CCCC1. The catalyst is O1CCCC1.O.C(OCC)(=O)C. The product is [OH:21][CH2:20][CH:19]([C:16]1[CH:15]=[CH:14][C:13]([N:8]2[CH2:7][C:6]3[C:10](=[CH:11][C:3]([O:2][CH3:1])=[CH:4][CH:5]=3)[C:9]2=[O:12])=[CH:18][CH:17]=1)[CH3:23]. The yield is 0.840.